This data is from Catalyst prediction with 721,799 reactions and 888 catalyst types from USPTO. The task is: Predict which catalyst facilitates the given reaction. Reactant: [OH-].[Na+].[C:3]([NH:6][CH2:7][CH2:8][NH:9][C:10]1[C:11]2[CH:24]=[C:23]([C:25]([OH:27])=[O:26])[N:22](S(C3C=CC=CC=3)(=O)=O)[C:12]=2[N:13]=[C:14]([C:16]2[CH:21]=[CH:20][CH:19]=[CH:18][CH:17]=2)[N:15]=1)(=[O:5])[CH3:4]. Product: [C:3]([NH:6][CH2:7][CH2:8][NH:9][C:10]1[C:11]2[CH:24]=[C:23]([C:25]([OH:27])=[O:26])[NH:22][C:12]=2[N:13]=[C:14]([C:16]2[CH:21]=[CH:20][CH:19]=[CH:18][CH:17]=2)[N:15]=1)(=[O:5])[CH3:4]. The catalyst class is: 5.